This data is from Full USPTO retrosynthesis dataset with 1.9M reactions from patents (1976-2016). The task is: Predict the reactants needed to synthesize the given product. Given the product [OH:55][C:52]1[CH:53]=[CH:54][C:49]([NH:48][C:21](=[O:23])[C:20]2[CH:19]=[CH:18][C:17]([C:16]#[C:15][Se:14][C:6]3[CH:5]=[CH:4][C:3]4[C:2]([CH3:1])([CH3:26])[CH2:11][CH2:10][C:9]([CH3:12])([CH3:13])[C:8]=4[CH:7]=3)=[CH:25][CH:24]=2)=[CH:50][CH:51]=1, predict the reactants needed to synthesize it. The reactants are: [CH3:1][C:2]1([CH3:26])[CH2:11][CH2:10][C:9]([CH3:13])([CH3:12])[C:8]2[CH:7]=[C:6]([Se:14][C:15]#[C:16][C:17]3[CH:25]=[CH:24][C:20]([C:21]([OH:23])=O)=[CH:19][CH:18]=3)[CH:5]=[CH:4][C:3]1=2.ON1C2C=CC=CC=2N=N1.CN(C)CCCN=C=NCC.[NH2:48][C:49]1[CH:54]=[CH:53][C:52]([OH:55])=[CH:51][CH:50]=1.